From a dataset of Peptide-MHC class II binding affinity with 134,281 pairs from IEDB. Regression. Given a peptide amino acid sequence and an MHC pseudo amino acid sequence, predict their binding affinity value. This is MHC class II binding data. (1) The peptide sequence is DLASDLEKLKRKVGQ. The MHC is DRB1_0101 with pseudo-sequence DRB1_0101. The binding affinity (normalized) is 0.0598. (2) The peptide sequence is SRKECPFSNRVWNSF. The MHC is DRB1_1301 with pseudo-sequence DRB1_1301. The binding affinity (normalized) is 0.404. (3) The peptide sequence is ALVLLILMTARTVYD. The MHC is DRB1_0301 with pseudo-sequence DRB1_0301. The binding affinity (normalized) is 0.519. (4) The peptide sequence is GELQIVDKIDAWFKI. The MHC is DRB1_0404 with pseudo-sequence DRB1_0404. The binding affinity (normalized) is 0.530. (5) The peptide sequence is FNFSQDDLLTEDVMI. The MHC is DRB5_0101 with pseudo-sequence DRB5_0101. The binding affinity (normalized) is 0. (6) The peptide sequence is GDKVAYALAQGLKVI. The MHC is DRB4_0101 with pseudo-sequence DRB4_0103. The binding affinity (normalized) is 0.415.